Dataset: Full USPTO retrosynthesis dataset with 1.9M reactions from patents (1976-2016). Task: Predict the reactants needed to synthesize the given product. Given the product [Br:18][CH2:8][C:5]1[CH:6]=[CH:7][C:2]([Cl:1])=[C:3]([O:9][CH3:10])[CH:4]=1, predict the reactants needed to synthesize it. The reactants are: [Cl:1][C:2]1[CH:7]=[CH:6][C:5]([CH3:8])=[CH:4][C:3]=1[O:9][CH3:10].C1C(=O)N([Br:18])C(=O)C1.CC(N=NC(C#N)(C)C)(C#N)C.